This data is from Peptide-MHC class I binding affinity with 185,985 pairs from IEDB/IMGT. The task is: Regression. Given a peptide amino acid sequence and an MHC pseudo amino acid sequence, predict their binding affinity value. This is MHC class I binding data. The peptide sequence is FPWLSHDLY. The MHC is Mamu-B17 with pseudo-sequence Mamu-B17. The binding affinity (normalized) is 0.594.